Predict the product of the given reaction. From a dataset of Forward reaction prediction with 1.9M reactions from USPTO patents (1976-2016). (1) Given the reactants [CH2:1]([O:3][C:4]1[C:27]([O:28][CH3:29])=[CH:26][C:7]2[C:8]([C:17]3[CH:25]=[CH:24][C:20]([C:21]([OH:23])=O)=[CH:19][CH:18]=3)=[N:9][C@H:10]3[C@@H:15]([C:6]=2[CH:5]=1)[CH2:14][N:13]([CH3:16])[CH2:12][CH2:11]3)[CH3:2].[CH:30]([NH:33][C@@H:34]([CH3:46])[CH2:35][O:36][CH2:37][C:38]1[CH:43]=[CH:42][C:41]([O:44][CH3:45])=[CH:40][CH:39]=1)([CH3:32])[CH3:31], predict the reaction product. The product is: [CH2:1]([O:3][C:4]1[C:27]([O:28][CH3:29])=[CH:26][C:7]2[C:8]([C:17]3[CH:18]=[CH:19][C:20]([C:21]([N:33]([CH:30]([CH3:32])[CH3:31])[C@@H:34]([CH3:46])[CH2:35][O:36][CH2:37][C:38]4[CH:39]=[CH:40][C:41]([O:44][CH3:45])=[CH:42][CH:43]=4)=[O:23])=[CH:24][CH:25]=3)=[N:9][C@H:10]3[C@@H:15]([C:6]=2[CH:5]=1)[CH2:14][N:13]([CH3:16])[CH2:12][CH2:11]3)[CH3:2]. (2) Given the reactants [H-].[Na+].Cl[C:4]1[CH:9]=[CH:8][C:7]([S:10][C:11]2[C:19]3[C:14](=[CH:15][C:16]([S:20]([CH3:23])(=[O:22])=[O:21])=[CH:17][CH:18]=3)[NH:13][C:12]=2[CH3:24])=[CH:6][CH:5]=1.Br[CH2:26][C:27]([O:29][CH2:30][CH3:31])=[O:28].O1CCC[CH2:33]1, predict the reaction product. The product is: [CH3:24][C:12]1[N:13]([CH2:26][C:27]([O:29][CH2:30][CH3:31])=[O:28])[C:14]2[C:19]([C:11]=1[S:10][C:7]1[CH:8]=[CH:9][C:4]([CH3:33])=[CH:5][CH:6]=1)=[CH:18][CH:17]=[C:16]([S:20]([CH3:23])(=[O:22])=[O:21])[CH:15]=2. (3) The product is: [CH2:19]([O:18][C:16](=[O:17])[C:15]([S:1]([CH3:9])(=[O:4])=[O:2])([CH3:22])[CH3:21])[CH3:20]. Given the reactants [S:1]([O-:4])([O-])=[O:2].C.[Na+].[Na+].N1C=CC=C[CH:9]=1.Br[C:15]([CH3:22])([CH3:21])[C:16]([O:18][CH2:19][CH3:20])=[O:17], predict the reaction product.